Dataset: Peptide-MHC class I binding affinity with 185,985 pairs from IEDB/IMGT. Task: Regression. Given a peptide amino acid sequence and an MHC pseudo amino acid sequence, predict their binding affinity value. This is MHC class I binding data. (1) The binding affinity (normalized) is 0. The peptide sequence is HGIDVTDLF. The MHC is H-2-Kb with pseudo-sequence H-2-Kb. (2) The MHC is HLA-B58:01 with pseudo-sequence HLA-B58:01. The binding affinity (normalized) is 0.0847. The peptide sequence is RVEESRARL. (3) The binding affinity (normalized) is 0.0465. The MHC is HLA-A30:02 with pseudo-sequence HLA-A30:02. The peptide sequence is KFRRVFGEY. (4) The peptide sequence is DVSRPTTVL. The MHC is HLA-A02:06 with pseudo-sequence HLA-A02:06. The binding affinity (normalized) is 0. (5) The peptide sequence is KLWASQIY. The MHC is HLA-B35:03 with pseudo-sequence HLA-B35:03. The binding affinity (normalized) is 0. (6) The peptide sequence is EKLKKKSAF. The MHC is HLA-B57:01 with pseudo-sequence HLA-B57:01. The binding affinity (normalized) is 0.0847.